This data is from Reaction yield outcomes from USPTO patents with 853,638 reactions. The task is: Predict the reaction yield, written as a fraction of the theoretical maximum amount of product (1.0 means a 100% yield; for example, 0.34 means a 34% yield). (1) The reactants are Br[C:2]1[CH:3]=[C:4]([N:13]([C@H:16]2[CH2:21][CH2:20][C@H:19]([NH:22][C:23]([O:25][C:26]([CH3:29])([CH3:28])[CH3:27])=[O:24])[CH2:18][CH2:17]2)[CH2:14][CH3:15])[C:5]([CH3:12])=[C:6]([CH:11]=1)[C:7]([O:9][CH3:10])=[O:8].[OH:30][C:31]1[CH:36]=[CH:35][C:34](B(O)O)=[CH:33][CH:32]=1.C([O-])([O-])=O.[Na+].[Na+]. The catalyst is O1CCOCC1.O.C1C=CC([P]([Pd]([P](C2C=CC=CC=2)(C2C=CC=CC=2)C2C=CC=CC=2)([P](C2C=CC=CC=2)(C2C=CC=CC=2)C2C=CC=CC=2)[P](C2C=CC=CC=2)(C2C=CC=CC=2)C2C=CC=CC=2)(C2C=CC=CC=2)C2C=CC=CC=2)=CC=1. The product is [C:26]([O:25][C:23]([NH:22][C@H:19]1[CH2:20][CH2:21][C@H:16]([N:13]([CH2:14][CH3:15])[C:4]2[C:5]([CH3:12])=[C:6]([C:7]([O:9][CH3:10])=[O:8])[CH:11]=[C:2]([C:34]3[CH:35]=[CH:36][C:31]([OH:30])=[CH:32][CH:33]=3)[CH:3]=2)[CH2:17][CH2:18]1)=[O:24])([CH3:28])([CH3:27])[CH3:29]. The yield is 0.870. (2) The reactants are C[O:2][C:3](=[O:44])[CH2:4][CH2:5][C:6]1[S:10][C:9]([C@@H:11]2[CH2:19][CH:18]3[CH:13]([CH2:14][CH2:15][CH2:16][CH2:17]3)[N:12]2[C:20](=[O:43])[CH2:21][C:22]2[CH:27]=[C:26]([Cl:28])[C:25]([NH:29][C:30]([C:32]3[C:40]4[C:35](=[CH:36][CH:37]=[CH:38][CH:39]=4)[N:34]([CH3:41])[CH:33]=3)=[O:31])=[CH:24][C:23]=2[Cl:42])=[N:8][CH:7]=1.[OH-].[Na+].CO. The catalyst is C1COCC1. The product is [Cl:42][C:23]1[CH:24]=[C:25]([NH:29][C:30]([C:32]2[C:40]3[C:35](=[CH:36][CH:37]=[CH:38][CH:39]=3)[N:34]([CH3:41])[CH:33]=2)=[O:31])[C:26]([Cl:28])=[CH:27][C:22]=1[CH2:21][C:20]([N:12]1[CH:13]2[CH:18]([CH2:17][CH2:16][CH2:15][CH2:14]2)[CH2:19][C@H:11]1[C:9]1[S:10][C:6]([CH2:5][CH2:4][C:3]([OH:44])=[O:2])=[CH:7][N:8]=1)=[O:43]. The yield is 0.780.